From a dataset of NCI-60 drug combinations with 297,098 pairs across 59 cell lines. Regression. Given two drug SMILES strings and cell line genomic features, predict the synergy score measuring deviation from expected non-interaction effect. (1) Drug 1: C1=CC(=CC=C1CCC2=CNC3=C2C(=O)NC(=N3)N)C(=O)NC(CCC(=O)O)C(=O)O. Drug 2: C1CCC(C(C1)N)N.C(=O)(C(=O)[O-])[O-].[Pt+4]. Cell line: SK-MEL-28. Synergy scores: CSS=13.9, Synergy_ZIP=-2.57, Synergy_Bliss=0.427, Synergy_Loewe=0.226, Synergy_HSA=1.46. (2) Drug 1: CC(C1=C(C=CC(=C1Cl)F)Cl)OC2=C(N=CC(=C2)C3=CN(N=C3)C4CCNCC4)N. Drug 2: COC1=CC(=CC(=C1O)OC)C2C3C(COC3=O)C(C4=CC5=C(C=C24)OCO5)OC6C(C(C7C(O6)COC(O7)C8=CC=CS8)O)O. Cell line: NCI-H522. Synergy scores: CSS=31.5, Synergy_ZIP=-3.10, Synergy_Bliss=0.318, Synergy_Loewe=-4.86, Synergy_HSA=0.747. (3) Drug 1: C1CCC(C1)C(CC#N)N2C=C(C=N2)C3=C4C=CNC4=NC=N3. Drug 2: CCC1=CC2CC(C3=C(CN(C2)C1)C4=CC=CC=C4N3)(C5=C(C=C6C(=C5)C78CCN9C7C(C=CC9)(C(C(C8N6C)(C(=O)OC)O)OC(=O)C)CC)OC)C(=O)OC.C(C(C(=O)O)O)(C(=O)O)O. Cell line: HOP-92. Synergy scores: CSS=38.2, Synergy_ZIP=3.10, Synergy_Bliss=2.33, Synergy_Loewe=-15.2, Synergy_HSA=4.10. (4) Drug 1: C1CC(C1)(C(=O)O)C(=O)O.[NH2-].[NH2-].[Pt+2]. Drug 2: COCCOC1=C(C=C2C(=C1)C(=NC=N2)NC3=CC=CC(=C3)C#C)OCCOC.Cl. Cell line: UACC-257. Synergy scores: CSS=1.31, Synergy_ZIP=3.62, Synergy_Bliss=-1.25, Synergy_Loewe=-3.07, Synergy_HSA=-2.41. (5) Drug 1: C1CCN(CC1)CCOC2=CC=C(C=C2)C(=O)C3=C(SC4=C3C=CC(=C4)O)C5=CC=C(C=C5)O. Drug 2: CC1C(C(=O)NC(C(=O)N2CCCC2C(=O)N(CC(=O)N(C(C(=O)O1)C(C)C)C)C)C(C)C)NC(=O)C3=C4C(=C(C=C3)C)OC5=C(C(=O)C(=C(C5=N4)C(=O)NC6C(OC(=O)C(N(C(=O)CN(C(=O)C7CCCN7C(=O)C(NC6=O)C(C)C)C)C)C(C)C)C)N)C. Cell line: RPMI-8226. Synergy scores: CSS=0.835, Synergy_ZIP=-0.804, Synergy_Bliss=-5.09, Synergy_Loewe=-66.3, Synergy_HSA=-11.2. (6) Drug 1: C1CN1P(=S)(N2CC2)N3CC3. Drug 2: C1C(C(OC1N2C=NC(=NC2=O)N)CO)O. Cell line: SNB-75. Synergy scores: CSS=2.89, Synergy_ZIP=-2.95, Synergy_Bliss=1.18, Synergy_Loewe=0.00606, Synergy_HSA=0.850. (7) Drug 1: CN(CC1=CN=C2C(=N1)C(=NC(=N2)N)N)C3=CC=C(C=C3)C(=O)NC(CCC(=O)O)C(=O)O. Drug 2: CC1C(C(CC(O1)OC2CC(CC3=C2C(=C4C(=C3O)C(=O)C5=CC=CC=C5C4=O)O)(C(=O)C)O)N)O. Cell line: U251. Synergy scores: CSS=39.9, Synergy_ZIP=-17.7, Synergy_Bliss=-23.3, Synergy_Loewe=-14.8, Synergy_HSA=-15.1.